Dataset: NCI-60 drug combinations with 297,098 pairs across 59 cell lines. Task: Regression. Given two drug SMILES strings and cell line genomic features, predict the synergy score measuring deviation from expected non-interaction effect. (1) Drug 1: CN(CCCl)CCCl.Cl. Drug 2: C(CCl)NC(=O)N(CCCl)N=O. Cell line: NCIH23. Synergy scores: CSS=29.1, Synergy_ZIP=-8.56, Synergy_Bliss=-3.10, Synergy_Loewe=-3.77, Synergy_HSA=-3.44. (2) Drug 1: CC(C)(C#N)C1=CC(=CC(=C1)CN2C=NC=N2)C(C)(C)C#N. Drug 2: C1=NC(=NC(=O)N1C2C(C(C(O2)CO)O)O)N. Cell line: NCI/ADR-RES. Synergy scores: CSS=-2.34, Synergy_ZIP=-1.18, Synergy_Bliss=-3.04, Synergy_Loewe=-6.83, Synergy_HSA=-6.26. (3) Drug 1: C1CCN(CC1)CCOC2=CC=C(C=C2)C(=O)C3=C(SC4=C3C=CC(=C4)O)C5=CC=C(C=C5)O. Synergy scores: CSS=43.2, Synergy_ZIP=8.42, Synergy_Bliss=9.64, Synergy_Loewe=-11.9, Synergy_HSA=8.15. Drug 2: CCC1(CC2CC(C3=C(CCN(C2)C1)C4=CC=CC=C4N3)(C5=C(C=C6C(=C5)C78CCN9C7C(C=CC9)(C(C(C8N6C)(C(=O)OC)O)OC(=O)C)CC)OC)C(=O)OC)O.OS(=O)(=O)O. Cell line: NCI-H322M. (4) Drug 1: CS(=O)(=O)C1=CC(=C(C=C1)C(=O)NC2=CC(=C(C=C2)Cl)C3=CC=CC=N3)Cl. Drug 2: C1=C(C(=O)NC(=O)N1)N(CCCl)CCCl. Cell line: IGROV1. Synergy scores: CSS=26.9, Synergy_ZIP=0.0345, Synergy_Bliss=0.232, Synergy_Loewe=-8.29, Synergy_HSA=0.704.